Dataset: Reaction yield outcomes from USPTO patents with 853,638 reactions. Task: Predict the reaction yield, written as a fraction of the theoretical maximum amount of product (1.0 means a 100% yield; for example, 0.34 means a 34% yield). (1) The reactants are C([O:4][C:5]1[CH:10]=[CH:9][C:8]([CH:11]=[CH:12][C:13]([NH:15][C@H:16]([C:27]([O:29]C)=[O:28])[CH2:17][C:18]2[C:26]3[C:21](=[CH:22][CH:23]=[CH:24][CH:25]=3)[NH:20][CH:19]=2)=[O:14])=[CH:7][CH:6]=1)(=O)C.[OH-].[Na+:32]. The catalyst is CO. The product is [OH:4][C:5]1[CH:6]=[CH:7][C:8]([CH:11]=[CH:12][C:13]([NH:15][C@H:16]([C:27]([O-:29])=[O:28])[CH2:17][C:18]2[C:26]3[C:21](=[CH:22][CH:23]=[CH:24][CH:25]=3)[NH:20][CH:19]=2)=[O:14])=[CH:9][CH:10]=1.[Na+:32]. The yield is 0.900. (2) The reactants are [CH2:1]([O:5][CH2:6][C:7]1[CH:14]=[CH:13][C:10]([CH2:11]N)=[CH:9][CH:8]=1)[CH2:2][CH2:3][CH3:4].C(O)(=[O:17])C.N([O-])=O.[Na+].C(=O)([O-])[O-].[K+].[K+]. The catalyst is CO.O. The product is [CH2:1]([O:5][CH2:6][C:7]1[CH:14]=[CH:13][C:10]([CH2:11][OH:17])=[CH:9][CH:8]=1)[CH2:2][CH2:3][CH3:4]. The yield is 0.780. (3) The product is [OH:24][C:25]1([C:53]2[CH:58]=[CH:57][C:56]([B:10]3[O:11][C:12]([CH3:17])([CH3:18])[C:13]([CH3:15])([CH3:16])[O:14]3)=[CH:55][CH:54]=2)[CH2:30][CH2:29][CH:28]([N:31]2[CH2:35][CH2:34][C@@H:33]([NH:36][C:37](=[O:52])[CH2:38][NH:39][C:40](=[O:51])[C:41]3[CH:46]=[CH:45][CH:44]=[C:43]([C:47]([F:49])([F:50])[F:48])[CH:42]=3)[CH2:32]2)[CH2:27][CH2:26]1. The yield is 0.150. The reactants are [B:10]1([B:10]2[O:14][C:13]([CH3:16])([CH3:15])[C:12]([CH3:18])([CH3:17])[O:11]2)[O:14][C:13]([CH3:16])([CH3:15])[C:12]([CH3:18])([CH3:17])[O:11]1.CC([O-])=O.[K+].[OH:24][C:25]1([C:53]2[CH:58]=[CH:57][C:56](I)=[CH:55][CH:54]=2)[CH2:30][CH2:29][CH:28]([N:31]2[CH2:35][CH2:34][C@@H:33]([NH:36][C:37](=[O:52])[CH2:38][NH:39][C:40](=[O:51])[C:41]3[CH:46]=[CH:45][CH:44]=[C:43]([C:47]([F:50])([F:49])[F:48])[CH:42]=3)[CH2:32]2)[CH2:27][CH2:26]1. The catalyst is CS(C)=O.C1C=CC(P(C2C=CC=CC=2)[C-]2C=CC=C2)=CC=1.C1C=CC(P(C2C=CC=CC=2)[C-]2C=CC=C2)=CC=1.Cl[Pd]Cl.[Fe+2]. (4) The reactants are [CH3:1][O:2][C:3]1[CH:4]=[C:5]2[C:10](=[CH:11][C:12]=1[O:13][CH3:14])[N:9]=[CH:8][CH:7]=[C:6]2[O:15][C:16]1[CH:22]=[CH:21][C:19]([NH2:20])=[C:18]([N+:23]([O-:25])=[O:24])[CH:17]=1.C(N(CC)CC)C.ClC(Cl)(O[C:37](=[O:43])OC(Cl)(Cl)Cl)Cl.[N:45]1([CH2:51][CH2:52][NH2:53])[CH2:50][CH2:49][CH2:48][CH2:47][CH2:46]1. The catalyst is C(Cl)(Cl)Cl.O. The product is [CH3:1][O:2][C:3]1[CH:4]=[C:5]2[C:10](=[CH:11][C:12]=1[O:13][CH3:14])[N:9]=[CH:8][CH:7]=[C:6]2[O:15][C:16]1[CH:22]=[CH:21][C:19]([NH:20][C:37]([NH:53][CH2:52][CH2:51][N:45]2[CH2:50][CH2:49][CH2:48][CH2:47][CH2:46]2)=[O:43])=[C:18]([N+:23]([O-:25])=[O:24])[CH:17]=1. The yield is 0.400. (5) The reactants are [NH2:1][CH2:2][CH2:3][OH:4].F[C:6]1[CH:11]=[CH:10][C:9]([C:12]([F:15])([F:14])[F:13])=[CH:8][C:7]=1[N+:16]([O-:18])=[O:17]. The catalyst is C1COCC1. The product is [N+:16]([C:7]1[CH:8]=[C:9]([C:12]([F:13])([F:14])[F:15])[CH:10]=[CH:11][C:6]=1[NH:1][CH2:2][CH2:3][OH:4])([O-:18])=[O:17]. The yield is 1.00. (6) The reactants are Br[CH:2]([CH3:10])[C:3](=O)[C:4]([O:6][CH2:7][CH3:8])=[O:5].[NH2:11][C:12]([NH2:14])=[S:13]. No catalyst specified. The product is [NH2:14][C:12]1[S:13][C:2]([CH3:10])=[C:3]([C:4]([O:6][CH2:7][CH3:8])=[O:5])[N:11]=1. The yield is 0.550. (7) The reactants are [NH2:1][C:2]1[CH:3]=[C:4]([CH:16]=[CH:17][CH:18]=1)[O:5][C:6]1[CH:11]=[CH:10][N:9]=[C:8]2[NH:12][C:13](=[O:15])[NH:14][C:7]=12.[Cl:19][C:20]1[CH:28]=[CH:27][C:23]([C:24](Cl)=[O:25])=[CH:22][CH:21]=1. No catalyst specified. The product is [Cl:19][C:20]1[CH:28]=[CH:27][C:23]([C:24]([NH:1][C:2]2[CH:18]=[CH:17][CH:16]=[C:4]([O:5][C:6]3[CH:11]=[CH:10][N:9]=[C:8]4[NH:12][C:13](=[O:15])[NH:14][C:7]=34)[CH:3]=2)=[O:25])=[CH:22][CH:21]=1. The yield is 0.150. (8) The reactants are [CH3:1][C:2]1[S:6][C:5]([NH:7][C:8](=[O:14])[O:9][C:10]([CH3:13])([CH3:12])[CH3:11])=[CH:4][CH:3]=1.[Br:15]Br.O.[OH-].[Na+]. The catalyst is CO. The product is [Br:15][C:4]1[CH:3]=[C:2]([CH3:1])[S:6][C:5]=1[NH:7][C:8](=[O:14])[O:9][C:10]([CH3:11])([CH3:13])[CH3:12]. The yield is 0.760.